Dataset: Reaction yield outcomes from USPTO patents with 853,638 reactions. Task: Predict the reaction yield, written as a fraction of the theoretical maximum amount of product (1.0 means a 100% yield; for example, 0.34 means a 34% yield). The reactants are [CH2:1]([O:5][C:6]1[CH:11]=[CH:10][C:9]([CH2:12][OH:13])=[C:8]([O:14][C:15]2[C:20]([Cl:21])=[CH:19][C:18]([C:22]([F:25])([F:24])[F:23])=[CH:17][N:16]=2)[CH:7]=1)[CH2:2][CH2:3][CH3:4].[CH2:26]([S:31]([NH2:34])(=[O:33])=[O:32])[CH2:27][CH2:28][CH2:29][CH3:30].N12CCCN=C1CCCCC2.Cl.CN(C)[CH:49]=[O:50]. The catalyst is C(OCC)(=O)C. The product is [CH2:26]([S:31]([NH:34][C:49](=[O:50])[O:13][CH2:12][C:9]1[CH:10]=[CH:11][C:6]([O:5][CH2:1][CH2:2][CH2:3][CH3:4])=[CH:7][C:8]=1[O:14][C:15]1[C:20]([Cl:21])=[CH:19][C:18]([C:22]([F:24])([F:25])[F:23])=[CH:17][N:16]=1)(=[O:33])=[O:32])[CH2:27][CH2:28][CH2:29][CH3:30]. The yield is 0.250.